Dataset: Forward reaction prediction with 1.9M reactions from USPTO patents (1976-2016). Task: Predict the product of the given reaction. (1) Given the reactants [F:1][C:2]1[CH:26]=[CH:25][CH:24]=[C:23]([F:27])[C:3]=1[C:4]([NH:6][C:7](=[O:22])[N:8]([C:10]1[CH:15]=[CH:14][C:13]([S:16][C:17]([F:20])([F:19])[F:18])=[CH:12][C:11]=1[F:21])[CH3:9])=[O:5].[H-].[Na+].[C:30](Cl)(=[O:32])[CH3:31], predict the reaction product. The product is: [C:30]([N:6]([C:4](=[O:5])[C:3]1[C:23]([F:27])=[CH:24][CH:25]=[CH:26][C:2]=1[F:1])[C:7]([N:8]([C:10]1[CH:15]=[CH:14][C:13]([S:16][C:17]([F:20])([F:19])[F:18])=[CH:12][C:11]=1[F:21])[CH3:9])=[O:22])(=[O:32])[CH3:31]. (2) The product is: [CH3:45][C:41]([OH:40])([CH3:46])[C:42]([N:9]1[C:10]2[C:6](=[CH:5][C:4]([O:3][CH3:2])=[C:12]([N+:13]([O-:15])=[O:14])[CH:11]=2)[CH2:7][CH2:8]1)=[O:43]. Given the reactants Cl.[CH3:2][O:3][C:4]1[CH:5]=[C:6]2[C:10](=[CH:11][C:12]=1[N+:13]([O-:15])=[O:14])[NH:9][CH2:8][CH2:7]2.CN(C(ON1N=NC2C=CC=NC1=2)=[N+](C)C)C.F[P-](F)(F)(F)(F)F.[OH:40][C:41]([CH3:46])([CH3:45])[C:42](O)=[O:43].CCN(C(C)C)C(C)C, predict the reaction product. (3) Given the reactants [CH3:1][O:2][C:3](=[O:15])[CH2:4][C:5]1[CH:6]=[C:7]2[C:12](=[CH:13][CH:14]=1)[N:11]=[CH:10][CH:9]=[CH:8]2.O.C(=O)([O-])[O-:18].[K+].[K+], predict the reaction product. The product is: [CH3:1][O:2][C:3](=[O:15])[CH2:4][C:5]1[CH:6]=[C:7]2[C:12](=[CH:13][CH:14]=1)[N:11]([OH:18])[CH2:10][CH:9]=[CH:8]2. (4) Given the reactants [C:1]([O:5][C:6]([N:8]1[CH2:13][CH2:12][N:11]([C:14]2[C:15]3[C:36](OC)=[CH:35][N:34]=[CH:33][C:16]=3[N:17]=[C:18]([C:20]3[CH:25]=[CH:24][N:23]=[C:22](NC4C=CC=CC=4)[CH:21]=3)[N:19]=2)[CH2:10][CH2:9]1)=[O:7])([CH3:4])([CH3:3])[CH3:2].C(N(CC)CC)C.C(C1C=C(C(C)C)C=C(C(C)C)C=1S([Cl:64])(=O)=O)(C)C.C(OC(N1CC[C@@H](N)C1)=O)(C)(C)C, predict the reaction product. The product is: [C:1]([O:5][C:6]([N:8]1[CH2:13][CH2:12][C@@H:10]([NH:11][C:14]2[C:15]3[CH:36]=[CH:35][N:34]=[CH:33][C:16]=3[N:17]=[C:18]([C:20]3[CH:25]=[CH:24][N:23]=[C:22]([Cl:64])[CH:21]=3)[N:19]=2)[CH2:9]1)=[O:7])([CH3:2])([CH3:3])[CH3:4]. (5) Given the reactants [Br:1][C:2]1[CH:3]=[CH:4][C:5]2[N:6]([N:8]=[C:9]([NH2:11])[N:10]=2)[CH:7]=1.[C:12](Cl)(=[O:19])[C:13]1[CH:18]=[CH:17][CH:16]=[CH:15][CH:14]=1, predict the reaction product. The product is: [Br:1][C:2]1[CH:3]=[CH:4][C:5]2[N:6]([N:8]=[C:9]([NH:11][C:12](=[O:19])[C:13]3[CH:18]=[CH:17][CH:16]=[CH:15][CH:14]=3)[N:10]=2)[CH:7]=1. (6) Given the reactants [Cl:1][C:2]1[CH:3]=[C:4]([C@@H:8]2[C@@H:13]([C:14]3[CH:19]=[CH:18][C:17]([Cl:20])=[CH:16][CH:15]=3)[N:12]([C@@H:21]([CH2:24][CH3:25])[CH2:22]O)[C:11](=[O:26])[C@:10]([CH2:28][C:29]([O:31][CH3:32])=[O:30])([CH3:27])[CH2:9]2)[CH:5]=[CH:6][CH:7]=1.C(P(CCCC)(CCCC)=CC#N)CCC.[CH3:49][C:50]([O:53][C:54]([NH:56][C:57]([O:59][C:60]([CH3:63])([CH3:62])[CH3:61])=[O:58])=[O:55])([CH3:52])[CH3:51], predict the reaction product. The product is: [C:60]([O:59][C:57]([N:56]([C:54]([O:53][C:50]([CH3:52])([CH3:51])[CH3:49])=[O:55])[CH2:22][C@@H:21]([N:12]1[C@H:13]([C:14]2[CH:19]=[CH:18][C:17]([Cl:20])=[CH:16][CH:15]=2)[C@@H:8]([C:4]2[CH:5]=[CH:6][CH:7]=[C:2]([Cl:1])[CH:3]=2)[CH2:9][C@@:10]([CH2:28][C:29]([O:31][CH3:32])=[O:30])([CH3:27])[C:11]1=[O:26])[CH2:24][CH3:25])=[O:58])([CH3:63])([CH3:62])[CH3:61].